From a dataset of Full USPTO retrosynthesis dataset with 1.9M reactions from patents (1976-2016). Predict the reactants needed to synthesize the given product. (1) Given the product [N+:1]([CH:4]1[N:8]([N+:9]([O-:11])=[O:10])[CH:7]=[C:6]([N+:12]([O-:14])=[O:13])[N:5]1[B-:16]([N:5]1[C:6]([N+:12]([O-:14])=[O:13])=[CH:7][N:8]([N+:9]([O-:11])=[O:10])[CH:4]1[N+:1]([O-:3])=[O:2])([N:5]1[C:6]([N+:12]([O-:14])=[O:13])=[CH:7][N:8]([N+:9]([O-:11])=[O:10])[CH:4]1[N+:1]([O-:3])=[O:2])[N:15]1[C:6]([N+:12]([O-:14])=[O:13])=[CH:7][N:8]([N+:9]([O-:11])=[O:10])[CH:4]1[N+:1]([O-:3])=[O:2])([O-:3])=[O:2].[NH4+:1], predict the reactants needed to synthesize it. The reactants are: [N+:1]([CH:4]1[N:8]([N+:9]([O-:11])=[O:10])[CH:7]=[C:6]([N+:12]([O-:14])=[O:13])[NH:5]1)([O-:3])=[O:2].[NH3:15].[BH3:16].[H][H]. (2) Given the product [CH3:42][S:43]([O:22][CH2:21][C:19]1[O:18][N:17]=[C:16]([C@@H:12]2[CH2:13][CH2:14][CH2:15][N:11]2[C:9](=[O:10])[C:8]([F:7])([F:34])[C:23]2([OH:33])[CH2:24][C:25]([CH3:32])([CH3:31])[CH2:26][C:27]([CH3:30])([CH3:29])[CH2:28]2)[CH:20]=1)(=[O:45])=[O:44], predict the reactants needed to synthesize it. The reactants are: CCOC(C)=O.[F:7][C:8]([F:34])([C:23]1([OH:33])[CH2:28][C:27]([CH3:30])([CH3:29])[CH2:26][C:25]([CH3:32])([CH3:31])[CH2:24]1)[C:9]([N:11]1[CH2:15][CH2:14][CH2:13][C@H:12]1[C:16]1[CH:20]=[C:19]([CH2:21][OH:22])[O:18][N:17]=1)=[O:10].CCN(CC)CC.[CH3:42][S:43](Cl)(=[O:45])=[O:44]. (3) Given the product [CH3:11][C:8]1[N:6]2[N:7]=[C:2]([N:17]([CH3:16])[C@H:18]([C:20]3[CH:25]=[CH:24][CH:23]=[CH:22][CH:21]=3)[CH3:19])[CH:3]=[C:4]([C:12]([O:14][CH3:15])=[O:13])[C:5]2=[N:10][N:9]=1, predict the reactants needed to synthesize it. The reactants are: Cl[C:2]1[CH:3]=[C:4]([C:12]([O:14][CH3:15])=[O:13])[C:5]2[N:6]([C:8]([CH3:11])=[N:9][N:10]=2)[N:7]=1.[CH3:16][NH:17][C@H:18]([C:20]1[CH:25]=[CH:24][CH:23]=[CH:22][CH:21]=1)[CH3:19].O. (4) Given the product [CH2:12]([NH:11][C:9]([NH:8][C:4]1[CH:3]=[C:2]([C:19]2[N:15]([CH3:14])[N:16]=[CH:17][CH:18]=2)[CH:7]=[CH:6][N:5]=1)=[O:10])[CH3:13], predict the reactants needed to synthesize it. The reactants are: Br[C:2]1[CH:7]=[CH:6][N:5]=[C:4]([NH:8][C:9]([NH:11][CH2:12][CH3:13])=[O:10])[CH:3]=1.[CH3:14][N:15]1[C:19](B2OC(C)(C)C(C)(C)O2)=[CH:18][CH:17]=[N:16]1.C1(P(C2CCCCC2)C2C=CC=CC=2C2C(C(C)C)=CC(C(C)C)=CC=2C(C)C)CCCCC1.C([O-])([O-])=O.[Na+].[Na+]. (5) Given the product [O:4]1[C:8]2[CH:9]=[CH:10][CH:11]=[C:12]([N:13]3[CH2:18][CH2:17][N:16]([CH2:19][CH2:20][C@H:21]4[CH2:26][CH2:25][C@H:24]([NH:27][C:37](=[O:39])[CH3:38])[CH2:23][CH2:22]4)[CH2:15][CH2:14]3)[C:7]=2[O:6][CH2:5]1, predict the reactants needed to synthesize it. The reactants are: Cl.Cl.Cl.[O:4]1[C:8]2[CH:9]=[CH:10][CH:11]=[C:12]([N:13]3[CH2:18][CH2:17][N:16]([CH2:19][CH2:20][C@H:21]4[CH2:26][CH2:25][C@H:24]([NH2:27])[CH2:23][CH2:22]4)[CH2:15][CH2:14]3)[C:7]=2[O:6][CH2:5]1.C(N(CC)C(C)C)(C)C.[C:37](O)(=[O:39])[CH3:38].CN(C(ON1N=NC2C=CC=CC1=2)=[N+](C)C)C.[B-](F)(F)(F)F. (6) Given the product [OH:18][C:16]1[CH:17]=[C:2]2[C:3]([C:4]([C:6]3[CH:11]=[CH:10][C:9]([OH:12])=[CH:8][C:7]=3[OH:13])=[N:36][N:35]2[C:32]2[CH:31]=[CH:30][C:29]([S:26]([CH3:25])(=[O:28])=[O:27])=[CH:34][CH:33]=2)=[CH:14][CH:15]=1, predict the reactants needed to synthesize it. The reactants are: O[C:2]1[CH:17]=[C:16]([OH:18])[CH:15]=[CH:14][C:3]=1[C:4]([C:6]1[CH:11]=[CH:10][C:9]([OH:12])=[CH:8][C:7]=1[OH:13])=O.C([O-])(=O)C.[Na+].Cl.[CH3:25][S:26]([C:29]1[CH:34]=[CH:33][C:32]([NH:35][NH2:36])=[CH:31][CH:30]=1)(=[O:28])=[O:27]. (7) Given the product [S:1]1[C:5]2[CH:6]=[C:7]([NH:10][C:11]([N:33]3[CH2:34][CH2:35][N:30]([C:28]4[S:27][N:26]=[C:25]([C:19]5[CH:24]=[CH:23][CH:22]=[CH:21][CH:20]=5)[N:29]=4)[CH2:31][CH2:32]3)=[O:18])[CH:8]=[CH:9][C:4]=2[N:3]=[CH:2]1, predict the reactants needed to synthesize it. The reactants are: [S:1]1[C:5]2[CH:6]=[C:7]([NH:10][C:11](=[O:18])OCC(Cl)(Cl)Cl)[CH:8]=[CH:9][C:4]=2[N:3]=[CH:2]1.[C:19]1([C:25]2[N:29]=[C:28]([N:30]3[CH2:35][CH2:34][NH:33][CH2:32][CH2:31]3)[S:27][N:26]=2)[CH:24]=[CH:23][CH:22]=[CH:21][CH:20]=1.C(N(C(C)C)CC)(C)C.O. (8) The reactants are: [F:1][C:2]1[CH:3]=[C:4]([NH:8][C:9]([C:11]2[NH:12][C:13]3[C:18]([CH:19]=2)=[CH:17][C:16]([CH:20]2[CH2:24][CH2:23][NH:22][CH2:21]2)=[CH:15][CH:14]=3)=[O:10])[CH:5]=[N:6][CH:7]=1.C(N(CC)C(C)C)(C)C.[F:34][C:35]1[CH:40]=[CH:39][C:38]([S:41](Cl)(=[O:43])=[O:42])=[CH:37][CH:36]=1. Given the product [F:34][C:35]1[CH:40]=[CH:39][C:38]([S:41]([N:22]2[CH2:23][CH2:24][CH:20]([C:16]3[CH:17]=[C:18]4[C:13](=[CH:14][CH:15]=3)[NH:12][C:11]([C:9]([NH:8][C:4]3[CH:5]=[N:6][CH:7]=[C:2]([F:1])[CH:3]=3)=[O:10])=[CH:19]4)[CH2:21]2)(=[O:43])=[O:42])=[CH:37][CH:36]=1, predict the reactants needed to synthesize it. (9) Given the product [F:12][C:11]1[C:6]([F:5])=[C:7]([CH2:14][CH2:15][OH:16])[CH:8]=[CH:9][C:10]=1[OH:13], predict the reactants needed to synthesize it. The reactants are: CSC.B.[F:5][C:6]1[C:11]([F:12])=[C:10]([OH:13])[CH:9]=[CH:8][C:7]=1[CH2:14][C:15](O)=[O:16]. (10) Given the product [C:15]([C:10]1[C:11]([Br:14])=[N:12][S:13][C:9]=1[NH:8][C:5]([C@@H:3]1[CH2:4][C@H:2]1[CH3:1])=[O:6])(=[O:17])[CH3:16], predict the reactants needed to synthesize it. The reactants are: [CH3:1][C@@H:2]1[CH2:4][C@H:3]1[C:5](Cl)=[O:6].[NH2:8][C:9]1[S:13][N:12]=[C:11]([Br:14])[C:10]=1[C:15](=[O:17])[CH3:16].C(N(CC)CC)C.